From a dataset of NCI-60 drug combinations with 297,098 pairs across 59 cell lines. Regression. Given two drug SMILES strings and cell line genomic features, predict the synergy score measuring deviation from expected non-interaction effect. Drug 1: CC1CCC2CC(C(=CC=CC=CC(CC(C(=O)C(C(C(=CC(C(=O)CC(OC(=O)C3CCCCN3C(=O)C(=O)C1(O2)O)C(C)CC4CCC(C(C4)OC)O)C)C)O)OC)C)C)C)OC. Drug 2: C1CN(CCN1C(=O)CCBr)C(=O)CCBr. Cell line: NCI-H226. Synergy scores: CSS=4.69, Synergy_ZIP=0.298, Synergy_Bliss=4.93, Synergy_Loewe=4.08, Synergy_HSA=2.53.